This data is from Forward reaction prediction with 1.9M reactions from USPTO patents (1976-2016). The task is: Predict the product of the given reaction. Given the reactants [F:1][C:2]1[CH:30]=[CH:29][C:5]([CH2:6][C:7]2[N:11]([CH2:12][C:13]([N:15]3[CH2:20][CH2:19][CH:18]([NH:21][CH3:22])[CH2:17][CH2:16]3)=[O:14])[N:10]=[C:9]([C:23]3[CH:28]=[CH:27][N:26]=[CH:25][CH:24]=3)[CH:8]=2)=[CH:4][CH:3]=1.C(N(CC)CC)C.[CH:38]1([C:41](Cl)=[O:42])[CH2:40][CH2:39]1, predict the reaction product. The product is: [F:1][C:2]1[CH:3]=[CH:4][C:5]([CH2:6][C:7]2[N:11]([CH2:12][C:13]([N:15]3[CH2:16][CH2:17][CH:18]([N:21]([CH3:22])[C:41]([CH:38]4[CH2:40][CH2:39]4)=[O:42])[CH2:19][CH2:20]3)=[O:14])[N:10]=[C:9]([C:23]3[CH:24]=[CH:25][N:26]=[CH:27][CH:28]=3)[CH:8]=2)=[CH:29][CH:30]=1.